This data is from Full USPTO retrosynthesis dataset with 1.9M reactions from patents (1976-2016). The task is: Predict the reactants needed to synthesize the given product. (1) The reactants are: [NH:1]1[CH:7]([CH2:8][C:9]([OH:11])=O)[C:5](=[O:6])[NH:4][C:2]1=[O:3].C1C=CC2N(O)N=NC=2C=1.[F:22][C:23]1[CH:28]=[CH:27][C:26]([C:29]2[CH:34]=[CH:33][C:32]([CH:35]([CH3:38])[CH2:36][NH2:37])=[CH:31][CH:30]=2)=[CH:25][CH:24]=1. Given the product [O:3]=[C:2]1[NH:1][CH:7]([CH2:8][C:9]([NH:37][CH2:36][CH:35]([C:32]2[CH:33]=[CH:34][C:29]([C:26]3[CH:25]=[CH:24][C:23]([F:22])=[CH:28][CH:27]=3)=[CH:30][CH:31]=2)[CH3:38])=[O:11])[C:5](=[O:6])[NH:4]1, predict the reactants needed to synthesize it. (2) Given the product [C:1]([C:3]1[CH:4]=[C:5]([C:14]2[O:18][N:17]=[C:16]([C:19]3[CH:27]=[CH:26][C:25]4[NH:24][C:23]5[CH:28]([CH2:31][C:32]([OH:34])=[O:33])[CH2:29][CH2:30][C:22]=5[C:21]=4[CH:20]=3)[N:15]=2)[CH:6]=[C:7]([O:9][C:10]([F:13])([F:11])[F:12])[CH:8]=1)#[N:2], predict the reactants needed to synthesize it. The reactants are: [C:1]([C:3]1[CH:4]=[C:5]([C:14]2[O:18][N:17]=[C:16]([C:19]3[CH:27]=[CH:26][C:25]4[NH:24][C:23]5[CH:28]([CH2:31][C:32]([O:34]C)=[O:33])[CH2:29][CH2:30][C:22]=5[C:21]=4[CH:20]=3)[N:15]=2)[CH:6]=[C:7]([O:9][C:10]([F:13])([F:12])[F:11])[CH:8]=1)#[N:2].[Br-].[Li+].Cl.CCOC(C)=O.